Task: Predict which catalyst facilitates the given reaction.. Dataset: Catalyst prediction with 721,799 reactions and 888 catalyst types from USPTO (1) Reactant: Br[C:2]1[C:7]([OH:8])=[CH:6][CH:5]=[C:4]([CH2:9][OH:10])[N:3]=1.C([O-])([O-])=O.[K+].[K+].CO[CH2:19][CH2:20]OC. Product: [OH:10][CH2:9][C:4]1[N:3]=[C:2]([CH:19]=[CH2:20])[C:7]([OH:8])=[CH:6][CH:5]=1. The catalyst class is: 73. (2) Reactant: [Cl:1][C:2]1[CH:7]=[C:6]([F:8])[CH:5]=[CH:4][C:3]=1[S:9](Cl)(=[O:11])=[O:10].[NH:13]1[CH2:18][CH2:17][O:16][CH2:15][CH2:14]1. Product: [Cl:1][C:2]1[CH:7]=[C:6]([F:8])[CH:5]=[CH:4][C:3]=1[S:9]([N:13]1[CH2:18][CH2:17][O:16][CH2:15][CH2:14]1)(=[O:11])=[O:10]. The catalyst class is: 4. (3) Reactant: [Li+].[CH3:2]C([N-]C(C)C)C.[Li]CCCC.C(NC(C)C)(C)C.[CH2:21]([O:28][CH:29]1[CH2:34][CH2:33][CH:32]([C:35]([OH:37])=[O:36])[CH2:31][CH2:30]1)[C:22]1[CH:27]=[CH:26][CH:25]=[CH:24][CH:23]=1.CI. Product: [CH2:21]([O:28][CH:29]1[CH2:30][CH2:31][C:32]([CH3:2])([C:35]([OH:37])=[O:36])[CH2:33][CH2:34]1)[C:22]1[CH:27]=[CH:26][CH:25]=[CH:24][CH:23]=1. The catalyst class is: 1. (4) Reactant: [CH2:1]([C:3]1[C:12]([CH3:13])=[C:11]([O:14]C(C2CC2)=O)[C:10]2[C:5](=[CH:6][CH:7]=[C:8]([F:21])[C:9]=2[Cl:20])[N:4]=1)[CH3:2].[OH-].[Na+].O.Cl. Product: [CH2:1]([C:3]1[C:12]([CH3:13])=[C:11]([OH:14])[C:10]2[C:5](=[CH:6][CH:7]=[C:8]([F:21])[C:9]=2[Cl:20])[N:4]=1)[CH3:2]. The catalyst class is: 5.